This data is from Reaction yield outcomes from USPTO patents with 853,638 reactions. The task is: Predict the reaction yield, written as a fraction of the theoretical maximum amount of product (1.0 means a 100% yield; for example, 0.34 means a 34% yield). (1) The reactants are [CH3:1][C:2]([Si:5]([CH3:16])([CH3:15])[O:6][C:7]1[CH:8]=[C:9]([CH2:13][NH2:14])[CH:10]=[CH:11][CH:12]=1)([CH3:4])[CH3:3].[Cl:17][C:18]1[CH:19]=[C:20]([CH:24]=[C:25]([Cl:28])[C:26]=1[OH:27])[C:21](O)=[O:22].CN([P+](ON1N=NC2C=CC=CC1=2)(N(C)C)N(C)C)C.F[P-](F)(F)(F)(F)F.C(N(C(C)C)CC)(C)C. The catalyst is ClCCl. The product is [Cl:17][C:18]1[CH:19]=[C:20]([C:21]([NH:14][CH2:13][C:9]2[CH:10]=[CH:11][CH:12]=[C:7]([O:6][Si:5]([C:2]([CH3:1])([CH3:3])[CH3:4])([CH3:16])[CH3:15])[CH:8]=2)=[O:22])[CH:24]=[C:25]([Cl:28])[C:26]=1[OH:27]. The yield is 0.870. (2) The reactants are Cl.[CH3:2][NH:3][CH2:4][C:5]1[CH:13]=[CH:12][CH:11]=[C:10]2[C:6]=1[CH2:7][N:8]([CH:15]1[CH2:20][CH2:19][C:18](=[O:21])[NH:17][C:16]1=[O:22])[C:9]2=[O:14].[CH3:23][O:24][C:25]1[CH:30]=[CH:29][C:28]([N:31]=[C:32]=[O:33])=[CH:27][CH:26]=1.C(N(C(C)C)CC)(C)C. The catalyst is C(Cl)Cl. The product is [O:22]=[C:16]1[CH:15]([N:8]2[CH2:7][C:6]3[C:10](=[CH:11][CH:12]=[CH:13][C:5]=3[CH2:4][N:3]([CH3:2])[C:32]([NH:31][C:28]3[CH:27]=[CH:26][C:25]([O:24][CH3:23])=[CH:30][CH:29]=3)=[O:33])[C:9]2=[O:14])[CH2:20][CH2:19][C:18](=[O:21])[NH:17]1. The yield is 0.460.